Dataset: Full USPTO retrosynthesis dataset with 1.9M reactions from patents (1976-2016). Task: Predict the reactants needed to synthesize the given product. The reactants are: [Cl:1][C:2]1[C:11]([CH:12]=O)=[CH:10][C:9]2[C:4](=[C:5]([CH3:14])[CH:6]=[CH:7][CH:8]=2)[N:3]=1.[CH3:15][C:16]([S@:19]([NH2:21])=[O:20])([CH3:18])[CH3:17].O. Given the product [Cl:1][C:2]1[C:11](/[CH:12]=[N:21]/[S@@:19]([C:16]([CH3:18])([CH3:17])[CH3:15])=[O:20])=[CH:10][C:9]2[C:4](=[C:5]([CH3:14])[CH:6]=[CH:7][CH:8]=2)[N:3]=1, predict the reactants needed to synthesize it.